Dataset: Catalyst prediction with 721,799 reactions and 888 catalyst types from USPTO. Task: Predict which catalyst facilitates the given reaction. (1) Reactant: [Br:1][C:2]1[CH:3]=[CH:4][C:5]([I:11])=[C:6]([CH:10]=1)[C:7]([OH:9])=[O:8].[C:12](Cl)(=O)[C:13](Cl)=O.CCO. Product: [CH2:12]([O:8][C:7](=[O:9])[C:6]1[CH:10]=[C:2]([Br:1])[CH:3]=[CH:4][C:5]=1[I:11])[CH3:13]. The catalyst class is: 2. (2) Reactant: [F:1][C:2]1[C:7]([F:8])=[CH:6][CH:5]=[CH:4][C:3]=1[C:9]1([OH:13])[CH2:12][NH:11][CH2:10]1.I[CH:15]([CH2:17][CH3:18])[CH3:16].C(=O)([O-])[O-].[K+].[K+]. Product: [CH:15]([N:11]1[CH2:12][C:9]([C:3]2[CH:4]=[CH:5][CH:6]=[C:7]([F:8])[C:2]=2[F:1])([OH:13])[CH2:10]1)([CH2:17][CH3:18])[CH3:16]. The catalyst class is: 10. (3) Reactant: [CH3:1][O-:2].[Na+].[Br:4][C:5]1[CH:10]=[C:9](F)[C:8]([N+:12]([O-:14])=[O:13])=[CH:7][C:6]=1[Cl:15].O. Product: [Br:4][C:5]1[CH:10]=[C:9]([O:2][CH3:1])[C:8]([N+:12]([O-:14])=[O:13])=[CH:7][C:6]=1[Cl:15]. The catalyst class is: 5. (4) Reactant: [N+:1]([C:4]1[CH:5]=[C:6]([C:10]([C:12]2[C:20]3[C:15](=[N:16][CH:17]=[C:18]([C:21]4[CH:22]=[N:23][CH:24]=[CH:25][CH:26]=4)[CH:19]=3)[NH:14][CH:13]=2)=[O:11])[CH:7]=[CH:8][CH:9]=1)([O-:3])=[O:2].C([N-]C(C)C)(C)C.[Li+].C1CCCCC1.[C:41]1([CH3:51])[CH:46]=[CH:45][C:44]([S:47](Cl)(=[O:49])=[O:48])=[CH:43][CH:42]=1. The catalyst class is: 30. Product: [N+:1]([C:4]1[CH:5]=[C:6]([C:10]([C:12]2[C:20]3[C:15](=[N:16][CH:17]=[C:18]([C:21]4[CH:22]=[N:23][CH:24]=[CH:25][CH:26]=4)[CH:19]=3)[N:14]([S:47]([C:44]3[CH:45]=[CH:46][C:41]([CH3:51])=[CH:42][CH:43]=3)(=[O:49])=[O:48])[CH:13]=2)=[O:11])[CH:7]=[CH:8][CH:9]=1)([O-:3])=[O:2]. (5) Product: [C:45]([Si:49]([CH3:60])([CH3:59])[O:23][CH2:22][CH2:21][N:18]1[CH:19]=[CH:20][C:16]([NH:15][C:13](=[O:14])[C@@H:12]([C:4]2[CH:3]=[CH:2][C:7]([S:8]([CH3:11])(=[O:9])=[O:10])=[CH:6][CH:5]=2)[CH2:25][CH:26]2[CH2:27][CH2:28][CH2:29][CH2:30]2)=[N:17]1)([CH3:48])([CH3:47])[CH3:46]. The catalyst class is: 2. Reactant: Cl[C:2]1[CH:3]=[C:4]([C@@H:12]([CH2:25][CH:26]2[CH2:30][CH2:29][CH2:28][CH2:27]2)[C:13]([NH:15][C:16]2[CH:20]=[CH:19][N:18]([CH2:21][C:22](O)=[O:23])[N:17]=2)=[O:14])[CH:5]=[CH:6][C:7]=1[S:8]([CH3:11])(=[O:10])=[O:9].C(Cl)(=O)C(Cl)=O.N1C(C)=CC=CC=1C.[C:45]([Si:49]([CH3:60])([CH3:59])OCCN1C=CC(N)=N1)([CH3:48])([CH3:47])[CH3:46].